From a dataset of Forward reaction prediction with 1.9M reactions from USPTO patents (1976-2016). Predict the product of the given reaction. (1) Given the reactants [Br:1][C:2]1[CH:3]=[CH:4][C:5]([N+:17]([O-])=O)=[C:6]([NH:8][CH2:9][C:10]2[N:11]=[N:12][C:13]([Cl:16])=[CH:14][CH:15]=2)[CH:7]=1.[N:20]([O-])=O.[Na+], predict the reaction product. The product is: [Br:1][C:2]1[CH:3]=[CH:4][C:5]2[N:17]=[N:20][N:8]([CH2:9][C:10]3[N:11]=[N:12][C:13]([Cl:16])=[CH:14][CH:15]=3)[C:6]=2[CH:7]=1. (2) Given the reactants Br[C:2]1[C:3]([Cl:21])=[CH:4][C:5]([Cl:20])=[C:6]([CH:19]=1)[CH2:7][O:8][Si](C(C)C)(C(C)C)C(C)C.[CH2:22]([O:29][C@@H:30]1[C@@H:36]([O:37][CH2:38][C:39]2[CH:44]=[CH:43][CH:42]=[CH:41][CH:40]=2)[C@H:35]([O:45][CH2:46][C:47]2[CH:52]=[CH:51][CH:50]=[CH:49][CH:48]=2)[C@@H:34]([CH2:53][O:54][CH2:55][C:56]2[CH:61]=[CH:60][CH:59]=[CH:58][CH:57]=2)[O:33][CH:31]1O)[C:23]1[CH:28]=[CH:27][CH:26]=[CH:25][CH:24]=1, predict the reaction product. The product is: [Cl:20][C:5]1[CH:4]=[C:3]([Cl:21])[C:2]([CH:31]2[C@H:30]([O:29][CH2:22][C:23]3[CH:24]=[CH:25][CH:26]=[CH:27][CH:28]=3)[C@@H:36]([O:37][CH2:38][C:39]3[CH:44]=[CH:43][CH:42]=[CH:41][CH:40]=3)[C@H:35]([O:45][CH2:46][C:47]3[CH:48]=[CH:49][CH:50]=[CH:51][CH:52]=3)[C@@H:34]([CH2:53][O:54][CH2:55][C:56]3[CH:57]=[CH:58][CH:59]=[CH:60][CH:61]=3)[O:33]2)=[CH:19][C:6]=1[CH2:7][OH:8]. (3) Given the reactants [C:1]([C:3]12[CH2:11][CH:8]3[CH2:9][CH:10]1[CH:6]([CH:7]3[OH:12])[O:5][C:4]2=[O:13])#[N:2].C(N(CC)CC)C.[C:21](Cl)(=[O:25])[C:22]([CH3:24])=[CH2:23].O, predict the reaction product. The product is: [C:1]([C:3]12[CH2:11][CH:8]3[CH2:9][CH:10]1[CH:6]([CH:7]3[O:12][C:21](=[O:25])[C:22]([CH3:24])=[CH2:23])[O:5][C:4]2=[O:13])#[N:2].